The task is: Predict which catalyst facilitates the given reaction.. This data is from Catalyst prediction with 721,799 reactions and 888 catalyst types from USPTO. The catalyst class is: 6. Product: [Br:8][C:6]1[CH:5]=[C:4]([Cl:9])[C:3]2[O:10][CH2:17][C:18](=[O:19])[NH:1][C:2]=2[CH:7]=1. Reactant: [NH2:1][C:2]1[CH:7]=[C:6]([Br:8])[CH:5]=[C:4]([Cl:9])[C:3]=1[OH:10].C([O-])([O-])=O.[Na+].[Na+].[CH3:17][C:18](CC(C)C)=[O:19].ClCC(Cl)=O.